This data is from Forward reaction prediction with 1.9M reactions from USPTO patents (1976-2016). The task is: Predict the product of the given reaction. Given the reactants [C:1]([C:5]1[N:6]=[C:7]([N:16]2[CH2:20][CH2:19][C:18]([F:22])([F:21])[CH2:17]2)[C:8]2[N:13]=[N:12][N:11]([CH2:14][CH3:15])[C:9]=2[N:10]=1)([CH3:4])([CH3:3])[CH3:2].C(C1N=C(N2CCC(F)(F)C2)C2N=NNC=2N=1)(C)(C)C.BrCC1[CH:50]=[CH:49][C:48]([Cl:51])=[CH:47][C:46]=1[Cl:52], predict the reaction product. The product is: [C:1]([C:5]1[N:6]=[C:7]([N:16]2[CH2:20][CH2:19][C:18]([F:21])([F:22])[CH2:17]2)[C:8]2[N:13]=[N:12][N:11]([CH2:14][C:15]3[CH:50]=[CH:49][C:48]([Cl:51])=[CH:47][C:46]=3[Cl:52])[C:9]=2[N:10]=1)([CH3:2])([CH3:3])[CH3:4].